Dataset: Forward reaction prediction with 1.9M reactions from USPTO patents (1976-2016). Task: Predict the product of the given reaction. (1) Given the reactants [I:1][C:2]1[CH:9]=[CH:8][CH:7]=[CH:6][C:3]=1[CH2:4][OH:5].[Cr](Cl)(O)(=O)=O.N1C=CC=CC=1, predict the reaction product. The product is: [I:1][C:2]1[CH:9]=[CH:8][CH:7]=[CH:6][C:3]=1[CH:4]=[O:5]. (2) Given the reactants [NH2:1][C:2]1[S:3][CH:4]=[C:5]([CH2:7][C:8]([N:10]2[CH2:15][CH2:14][N:13]([CH2:16][C:17](=[O:23])[N:18]3[CH2:22][CH2:21][CH2:20][CH2:19]3)[CH2:12][CH2:11]2)=[O:9])[N:6]=1.[Br:24][C:25]1[S:29][C:28]([C:30](O)=[O:31])=[CH:27][CH:26]=1, predict the reaction product. The product is: [O:9]=[C:8]([N:10]1[CH2:15][CH2:14][N:13]([CH2:16][C:17](=[O:23])[N:18]2[CH2:19][CH2:20][CH2:21][CH2:22]2)[CH2:12][CH2:11]1)[CH2:7][C:5]1[N:6]=[C:2]([NH:1][C:30]([C:28]2[S:29][C:25]([Br:24])=[CH:26][CH:27]=2)=[O:31])[S:3][CH:4]=1. (3) Given the reactants CC(CCC[C@H]([C@@H]1[C@]2(C)[C@H]([C@H]3[C@H](CC2)[C@]2(C)C(C[C@H](CC2)O)=CC3)CC1)C)C.[Cl-].[Cl-].[Ca+2].[CH:32]1[C:37]([C@@H:38]([OH:44])[C@H:39]([NH2:43])[C:40]([OH:42])=[O:41])=[CH:36][C:35]([OH:45])=[C:34]([OH:46])[CH:33]=1.CC(CCC[C@H]([C@@H]1[C@]2(C)[C@H]([C@H]3[C@H](CC2)[C@]2(C)C(C[C@H](CC2)O)=CC3)CC1)C)C.[Ca], predict the reaction product. The product is: [CH:32]1[C:37]([C@@H:38]([OH:44])[C@H:39]([NH2:43])[C:40]([OH:42])=[O:41])=[CH:36][C:35]([OH:45])=[C:34]([OH:46])[CH:33]=1. (4) Given the reactants [Cl:1][C:2]1[CH:11]=[C:10]2[C:5]([C:6]([N:12]3[CH2:17][CH2:16][N:15]([C:18]([O:20][C:21]([CH3:24])([CH3:23])[CH3:22])=[O:19])[C@H:14]([C:25](OC)=[O:26])[CH2:13]3)=[N:7][CH:8]=[N:9]2)=[CH:4][C:3]=1[C:29]1[CH:34]=[CH:33][C:32]([Cl:35])=[CH:31][CH:30]=1.[Cl-].[Cl-].[Ca+2].[BH4-].[Na+], predict the reaction product. The product is: [Cl:1][C:2]1[CH:11]=[C:10]2[C:5]([C:6]([N:12]3[CH2:17][CH2:16][N:15]([C:18]([O:20][C:21]([CH3:22])([CH3:23])[CH3:24])=[O:19])[C@H:14]([CH2:25][OH:26])[CH2:13]3)=[N:7][CH:8]=[N:9]2)=[CH:4][C:3]=1[C:29]1[CH:34]=[CH:33][C:32]([Cl:35])=[CH:31][CH:30]=1. (5) Given the reactants Cl.[CH3:2][C:3]1([CH3:49])[C:7](=[O:8])[N:6]([C:9]2[CH:14]=[CH:13][C:12]([NH:15][S:16]([NH:19]C(=O)OC(C)(C)C)(=[O:18])=[O:17])=[C:11]([CH3:27])[CH:10]=2)[C:5](=[O:28])[N:4]1[CH2:29][CH2:30][CH2:31][CH2:32][CH2:33][CH2:34][CH2:35][CH2:36][CH2:37][S:38][CH2:39][CH2:40][CH2:41][C:42]([F:48])([F:47])[C:43]([F:46])([F:45])[F:44].C(Cl)Cl.CCOC(C)=O, predict the reaction product. The product is: [CH3:2][C:3]1([CH3:49])[C:7](=[O:8])[N:6]([C:9]2[CH:14]=[CH:13][C:12]([NH:15][S:16]([NH2:19])(=[O:18])=[O:17])=[C:11]([CH3:27])[CH:10]=2)[C:5](=[O:28])[N:4]1[CH2:29][CH2:30][CH2:31][CH2:32][CH2:33][CH2:34][CH2:35][CH2:36][CH2:37][S:38][CH2:39][CH2:40][CH2:41][C:42]([F:48])([F:47])[C:43]([F:44])([F:45])[F:46].